From a dataset of Catalyst prediction with 721,799 reactions and 888 catalyst types from USPTO. Predict which catalyst facilitates the given reaction. (1) Reactant: [OH:1][CH:2]1[CH2:7][CH2:6][O:5][CH:4]([CH:8]2[CH2:13][CH2:12][N:11]([C:14]([O:16][C:17]([CH3:20])([CH3:19])[CH3:18])=[O:15])[CH2:10][CH2:9]2)[CH2:3]1.C1C=C[NH+]=CC=1.[O-][Cr](Cl)(=O)=O. Product: [O:1]=[C:2]1[CH2:7][CH2:6][O:5][CH:4]([CH:8]2[CH2:9][CH2:10][N:11]([C:14]([O:16][C:17]([CH3:20])([CH3:19])[CH3:18])=[O:15])[CH2:12][CH2:13]2)[CH2:3]1. The catalyst class is: 2. (2) Reactant: [H-].[Na+].[CH3:3][C@@H:4]([CH2:15][CH2:16][CH2:17][CH3:18])[C:5]([NH:7][C@@H:8]([CH2:12][CH:13]=[CH2:14])[C:9]([OH:11])=[O:10])=[O:6].I[CH3:20]. Product: [CH3:20][N:7]([C@@H:8]([CH2:12][CH:13]=[CH2:14])[C:9]([OH:11])=[O:10])[C:5](=[O:6])[C@H:4]([CH3:3])[CH2:15][CH2:16][CH2:17][CH3:18]. The catalyst class is: 1. (3) Reactant: C=C.S(=O)(=O)(O)O.[C:8]([O:13][CH3:14])(=[O:12])[C:9]([CH3:11])=[CH2:10].[C:15]([O:19][CH2:20][CH2:21][CH2:22][CH3:23])(=[O:18])[CH:16]=[CH2:17].C(S)CCCCCCCCCCC. Product: [C:8]([O:13][CH3:14])(=[O:12])[C:9]([CH3:11])=[CH2:10].[C:15]([O:19][CH2:20][CH2:21][CH2:22][CH3:23])(=[O:18])[CH:16]=[CH2:17]. The catalyst class is: 6. (4) Reactant: Br[CH2:2][C:3](=O)[CH2:4][C@@H:5]1[CH2:10][CH2:9][CH2:8][CH2:7][N:6]1C(OC(C)(C)C)=O.[F:19][C:20]1[CH:21]=[C:22]([O:27][CH3:28])[C:23]([NH2:26])=[N:24][CH:25]=1. Product: [F:19][C:20]1[CH:21]=[C:22]([O:27][CH3:28])[C:23]2[N:24]([CH:2]=[C:3]([CH2:4][C@@H:5]3[CH2:10][CH2:9][CH2:8][CH2:7][NH:6]3)[N:26]=2)[CH:25]=1. The catalyst class is: 3.